From a dataset of Full USPTO retrosynthesis dataset with 1.9M reactions from patents (1976-2016). Predict the reactants needed to synthesize the given product. (1) The reactants are: [C:1]1([OH:7])[CH:6]=[CH:5][CH:4]=[CH:3][CH:2]=1.C(O[Ti:12]([O:21][CH:22]([CH3:24])[CH3:23])([O:17][CH:18]([CH3:20])[CH3:19])[O:13][CH:14]([CH3:16])[CH3:15])(C)C. Given the product [O:7]([Ti:12]([O:13][C:14]1[CH:15]=[CH:24][CH:22]=[CH:23][CH:16]=1)([O:17][C:18]1[CH:19]=[CH:20][CH:18]=[CH:19][CH:20]=1)[O:21][C:22]1[CH:23]=[CH:16][CH:14]=[CH:15][CH:24]=1)[C:1]1[CH:6]=[CH:5][CH:4]=[CH:3][CH:2]=1, predict the reactants needed to synthesize it. (2) Given the product [CH3:46][N:47]1[CH2:52][CH2:51][N:50]([C:2]2[CH:7]=[CH:6][C:5]([C:8]3[NH:20][C:11]4=[C:12]5[C:17](=[CH:18][CH:19]=[C:10]4[CH:9]=3)[CH:16]=[N:15][CH:14]=[CH:13]5)=[CH:4][CH:3]=2)[CH2:49][CH2:48]1, predict the reactants needed to synthesize it. The reactants are: Br[C:2]1[CH:7]=[CH:6][C:5]([C:8]2[NH:20][C:11]3=[C:12]4[C:17](=[CH:18][CH:19]=[C:10]3[CH:9]=2)[CH:16]=[N:15][CH:14]=[CH:13]4)=[CH:4][CH:3]=1.C1(P(C2CCCCC2)C2C=CC=CC=2C2C=CC=CC=2)CCCCC1.[CH3:46][N:47]1[CH2:52][CH2:51][NH:50][CH2:49][CH2:48]1.CC(C)([O-])C.[Na+]. (3) Given the product [Br:1][C:2]1[N:7]=[C:6]([C:8]2[N:12]3[CH:13]=[CH:14][N:15]=[C:16]([NH:26][CH2:25][CH2:24][N:18]4[CH2:23][CH2:22][O:21][CH2:20][CH2:19]4)[C:11]3=[N:10][CH:9]=2)[CH:5]=[CH:4][CH:3]=1, predict the reactants needed to synthesize it. The reactants are: [Br:1][C:2]1[N:7]=[C:6]([C:8]2[N:12]3[CH:13]=[CH:14][N:15]=[C:16](Cl)[C:11]3=[N:10][CH:9]=2)[CH:5]=[CH:4][CH:3]=1.[N:18]1([CH2:24][CH2:25][NH2:26])[CH2:23][CH2:22][O:21][CH2:20][CH2:19]1.CCN(CC)CC.O. (4) Given the product [CH2:1]([N:3]1[C:9]2[N:10]=[CH:11][C:12]([CH2:14][CH2:15][O:16][C:17]3[CH:22]=[CH:21][C:20]([C:23]4[O:27][C:26]([CH3:28])=[C:25]([C:29]([OH:31])=[O:30])[CH:24]=4)=[CH:19][CH:18]=3)=[CH:13][C:8]=2[C:7](=[O:34])[N:6]([CH3:35])[C:5]2[CH:36]=[CH:37][CH:38]=[N:39][C:4]1=2)[CH3:2], predict the reactants needed to synthesize it. The reactants are: [CH2:1]([N:3]1[C:9]2[N:10]=[CH:11][C:12]([CH2:14][CH2:15][O:16][C:17]3[CH:22]=[CH:21][C:20]([C:23]4[O:27][C:26]([CH3:28])=[C:25]([C:29]([O:31]CC)=[O:30])[CH:24]=4)=[CH:19][CH:18]=3)=[CH:13][C:8]=2[C:7](=[O:34])[N:6]([CH3:35])[C:5]2[CH:36]=[CH:37][CH:38]=[N:39][C:4]1=2)[CH3:2].[OH-].[Na+]. (5) Given the product [O:1]=[C:2]1[CH2:7][N:6]([CH2:39][CH2:38][C:34]2[CH:33]=[C:32]3[C:37](=[CH:36][CH:35]=2)[C:28](=[O:27])[O:29][CH:30]=[CH:31]3)[CH2:5][CH2:4][N:3]1[CH:8]1[CH2:17][CH2:16][C:15]2[CH:14]=[C:13]([C:18]#[N:19])[CH:12]=[CH:11][C:10]=2[CH2:9]1, predict the reactants needed to synthesize it. The reactants are: [O:1]=[C:2]1[CH2:7][NH:6][CH2:5][CH2:4][N:3]1[CH:8]1[CH2:17][CH2:16][C:15]2[CH:14]=[C:13]([C:18]#[N:19])[CH:12]=[CH:11][C:10]=2[CH2:9]1.C(N(CC)CC)C.[O:27]=[C:28]1[C:37]2[C:32](=[CH:33][C:34]([CH2:38][CH:39]=O)=[CH:35][CH:36]=2)[CH:31]=[CH:30][O:29]1.C(O[BH-](OC(=O)C)OC(=O)C)(=O)C.[Na+]. (6) Given the product [C:1]([O:8][CH3:9])(=[O:7])/[CH:2]=[CH:3]/[C:4]([O:32][CH2:31][CH2:30][CH2:29][CH2:28][N:22]1[CH2:27][CH2:26][O:25][CH2:24][CH2:23]1)=[O:5], predict the reactants needed to synthesize it. The reactants are: [C:1]([O:8][CH3:9])(=[O:7])/[CH:2]=[CH:3]/[C:4]([O-])=[O:5].Cl.C(N=C=NCCCN(C)C)C.[N:22]1([CH2:28][CH2:29][CH2:30][CH2:31][OH:32])[CH2:27][CH2:26][O:25][CH2:24][CH2:23]1. (7) Given the product [CH3:12][N:13]([CH3:15])/[CH:14]=[CH:9]/[C:4]1[CH:5]=[N:6][CH:7]=[CH:8][C:3]=1[C:1]#[N:2], predict the reactants needed to synthesize it. The reactants are: [C:1]([C:3]1[CH:8]=[CH:7][N:6]=[CH:5][C:4]=1[CH3:9])#[N:2].CO[CH:12](OC)[N:13]([CH3:15])[CH3:14]. (8) Given the product [ClH:20].[F:1][C:2]1[CH:19]=[CH:18][C:5]([O:6][NH2:7])=[CH:4][CH:3]=1, predict the reactants needed to synthesize it. The reactants are: [F:1][C:2]1[CH:19]=[CH:18][C:5]([O:6][N:7]2C(=O)C3=CC=CC=C3C2=O)=[CH:4][CH:3]=1.[ClH:20]. (9) Given the product [CH3:29][O:1][C:2]1[C:7]2[O:8][C:9]3[CH2:14][CH2:13][N:12]([C:15]([O:17][C:18]([CH3:21])([CH3:20])[CH3:19])=[O:16])[CH2:11][C:10]=3[C:6]=2[CH:5]=[C:4]([O:22][C:23]2[CH:24]=[CH:25][CH:26]=[CH:27][CH:28]=2)[CH:3]=1, predict the reactants needed to synthesize it. The reactants are: [OH:1][C:2]1[C:7]2[O:8][C:9]3[CH2:14][CH2:13][N:12]([C:15]([O:17][C:18]([CH3:21])([CH3:20])[CH3:19])=[O:16])[CH2:11][C:10]=3[C:6]=2[CH:5]=[C:4]([O:22][C:23]2[CH:28]=[CH:27][CH:26]=[CH:25][CH:24]=2)[CH:3]=1.[CH3:29]OC. (10) Given the product [Cl:60][C:55]1[CH:56]=[CH:57][CH:58]=[CH:59][C:54]=1[C:46]1[N:45]=[C:44]([NH:71][C:70]2[C:64]3[C:65](=[N:66][CH:67]=[C:62]([F:61])[CH:63]=3)[NH:68][N:69]=2)[CH:49]=[C:48]([C:50]([F:53])([F:52])[F:51])[CH:47]=1, predict the reactants needed to synthesize it. The reactants are: CC1(C)C2C(=C(P(C3C=CC=CC=3)C3C=CC=CC=3)C=CC=2)OC2C(P(C3C=CC=CC=3)C3C=CC=CC=3)=CC=CC1=2.Cl[C:44]1[CH:49]=[C:48]([C:50]([F:53])([F:52])[F:51])[CH:47]=[C:46]([C:54]2[CH:59]=[CH:58][CH:57]=[CH:56][C:55]=2[Cl:60])[N:45]=1.[F:61][C:62]1[CH:63]=[C:64]2[C:70]([NH2:71])=[N:69][N:68](COCC[Si](C)(C)C)[C:65]2=[N:66][CH:67]=1.C(=O)([O-])[O-].[K+].[K+].Cl.